From a dataset of HIV replication inhibition screening data with 41,000+ compounds from the AIDS Antiviral Screen. Binary Classification. Given a drug SMILES string, predict its activity (active/inactive) in a high-throughput screening assay against a specified biological target. (1) The compound is Nc1cccc(Nc2nc3ccccc3nc2NS(=O)(=O)c2ccccc2)c1. The result is 0 (inactive). (2) The drug is CC1=CCC(C(C)(C)NC(=O)c2ccccc2)CC1=NO. The result is 0 (inactive). (3) The drug is Cc1noc2cccc(O)c12. The result is 0 (inactive).